Dataset: Reaction yield outcomes from USPTO patents with 853,638 reactions. Task: Predict the reaction yield, written as a fraction of the theoretical maximum amount of product (1.0 means a 100% yield; for example, 0.34 means a 34% yield). (1) The reactants are Cl[CH2:2][C:3]1[N:4]=[C:5]2[C:10]([NH:11][CH2:12][C:13]3[C:18]([CH3:19])=[CH:17][CH:16]=[CH:15][C:14]=3[CH3:20])=[CH:9][CH:8]=[CH:7][N:6]2[C:21]=1[CH3:22].[C-:23]#[N:24].[K+].CS(C)=O.C(Cl)Cl. The catalyst is O. The product is [C:23]([CH2:2][C:3]1[N:4]=[C:5]2[C:10]([NH:11][CH2:12][C:13]3[C:18]([CH3:19])=[CH:17][CH:16]=[CH:15][C:14]=3[CH3:20])=[CH:9][CH:8]=[CH:7][N:6]2[C:21]=1[CH3:22])#[N:24]. The yield is 0.340. (2) The reactants are C[Mg+].[Br-].[CH3:4][O:5][C:6]1[CH:7]=[CH:8][CH:9]=[C:10]2[C:14]=1[NH:13][CH:12]=[CH:11]2.[C:15](Cl)(=[O:17])[CH3:16].Cl. The catalyst is C(Cl)Cl. The product is [CH3:4][O:5][C:6]1[CH:7]=[CH:8][CH:9]=[C:10]2[C:14]=1[NH:13][CH:12]=[C:11]2[C:15](=[O:17])[CH3:16]. The yield is 0.700. (3) The reactants are [Br:1][C:2]1[CH:7]=[C:6]([CH:8]=[O:9])[C:5]([F:10])=[CH:4][N:3]=1.[BH4-].[Na+]. The catalyst is CO. The product is [Br:1][C:2]1[CH:7]=[C:6]([CH2:8][OH:9])[C:5]([F:10])=[CH:4][N:3]=1. The yield is 0.630. (4) The reactants are C(O[C:6]([N:8]1[CH2:13][CH2:12][NH:11][CH2:10][CH2:9]1)=[O:7])(C)(C)C.[N+](C1C=CC(OC(=O)[NH:25][C:26]2[CH:31]=[CH:30][C:29]([CH:32]([CH3:34])[CH3:33])=[CH:28][CH:27]=2)=CC=1)([O-])=O. The catalyst is CC#N. The product is [CH:32]([C:29]1[CH:30]=[CH:31][C:26]([NH:25][C:6]([N:8]2[CH2:9][CH2:10][NH:11][CH2:12][CH2:13]2)=[O:7])=[CH:27][CH:28]=1)([CH3:34])[CH3:33]. The yield is 0.510.